This data is from Catalyst prediction with 721,799 reactions and 888 catalyst types from USPTO. The task is: Predict which catalyst facilitates the given reaction. (1) Reactant: [CH:1]([NH:4][C:5]([C@H:7]1[CH2:12][CH2:11][C@@H:10]([NH:13][C:14]2[C:19]([N+:20]([O-])=O)=[CH:18][N:17]=[C:16]([S:23]([CH3:26])(=[O:25])=[O:24])[CH:15]=2)[CH2:9][CH2:8]1)=[O:6])([CH3:3])[CH3:2].[Sn](Cl)Cl.C(Cl)Cl. Product: [NH2:20][C:19]1[C:14]([NH:13][C@@H:10]2[CH2:9][CH2:8][C@H:7]([C:5]([NH:4][CH:1]([CH3:3])[CH3:2])=[O:6])[CH2:12][CH2:11]2)=[CH:15][C:16]([S:23]([CH3:26])(=[O:24])=[O:25])=[N:17][CH:18]=1. The catalyst class is: 5. (2) Reactant: [F:1][C:2]1[CH:3]=[C:4]([NH:24][C:25]([C:27]2SC(C3C=CC=CC=3)=CN=2)=[O:26])[CH:5]=[CH:6][C:7]=1[O:8][C:9]1[CH:14]=[CH:13][N:12]=[C:11]2[CH:15]=[C:16]([C:18]3[N:19]([CH3:23])[CH:20]=[CH:21][N:22]=3)[S:17][C:10]=12.[C:38]1([N:44]2[C:48]([C:49]([F:52])([F:51])[F:50])=C(C(O)=O)[CH:46]=[N:45]2)[CH:43]=[CH:42][CH:41]=[CH:40][CH:39]=1. Product: [F:1][C:2]1[CH:3]=[C:4]([NH:24][C:25]([C:27]2[CH:46]=[N:45][N:44]([C:38]3[CH:43]=[CH:42][CH:41]=[CH:40][CH:39]=3)[C:48]=2[C:49]([F:52])([F:51])[F:50])=[O:26])[CH:5]=[CH:6][C:7]=1[O:8][C:9]1[CH:14]=[CH:13][N:12]=[C:11]2[CH:15]=[C:16]([C:18]3[N:19]([CH3:23])[CH:20]=[CH:21][N:22]=3)[S:17][C:10]=12. The catalyst class is: 344. (3) Reactant: [NH:1]1[C:9]2[C:4](=[CH:5][CH:6]=[CH:7][CH:8]=2)[C@@:3]2([C:21]3[C:12](=[CH:13][C:14]4[O:19][CH2:18][CH2:17][O:16][C:15]=4[CH:20]=3)[O:11][CH2:10]2)[C:2]1=[O:22].[H-].[Na+].Br[CH2:26][CH2:27][O:28][CH2:29][CH2:30][O:31][CH3:32]. Product: [CH3:32][O:31][CH2:30][CH2:29][O:28][CH2:27][CH2:26][N:1]1[C:9]2[C:4](=[CH:5][CH:6]=[CH:7][CH:8]=2)[C@@:3]2([C:21]3[C:12](=[CH:13][C:14]4[O:19][CH2:18][CH2:17][O:16][C:15]=4[CH:20]=3)[O:11][CH2:10]2)[C:2]1=[O:22]. The catalyst class is: 9. (4) Reactant: C(=O)([O-])O.[Na+].[CH:6]1([CH2:9][O:10][C:11]2[CH:16]=[CH:15][C:14]([N:17]3[C:22](=[O:23])[C:21]4[NH:24][CH:25]=[CH:26][C:20]=4[NH:19][C:18]3=[S:27])=[CH:13][CH:12]=2)[CH2:8][CH2:7]1.Cl[CH2:29][CH2:30][O:31][CH2:32][CH3:33].[I-].[Na+]. Product: [CH:6]1([CH2:9][O:10][C:11]2[CH:12]=[CH:13][C:14]([N:17]3[C:22](=[O:23])[C:21]4[NH:24][CH:25]=[CH:26][C:20]=4[N:19]=[C:18]3[S:27][CH2:29][CH2:30][O:31][CH2:32][CH3:33])=[CH:15][CH:16]=2)[CH2:7][CH2:8]1. The catalyst class is: 434. (5) Reactant: [CH3:1][S:2][C:3]1[NH:8][C:7](=[O:9])[CH:6]=[C:5]([C:10]([F:13])([F:12])[F:11])[N:4]=1.[Br:14]N1C(=O)CCC1=O.CCCCCC. Product: [Br:14][C:6]1[C:7](=[O:9])[NH:8][C:3]([S:2][CH3:1])=[N:4][C:5]=1[C:10]([F:13])([F:11])[F:12]. The catalyst class is: 10. (6) Reactant: C[O:2][C:3]1[CH:12]=[C:11]2[C:6]([CH:7]([C:13]3[CH:18]=[CH:17][C:16]([O:19]C)=[CH:15][CH:14]=3)[CH2:8][NH:9][CH2:10]2)=[CH:5][CH:4]=1.C(N(CC)CC)C.[C:28]1([S:34](Cl)(=[O:36])=[O:35])[CH:33]=[CH:32][CH:31]=[CH:30][CH:29]=1.B(Br)(Br)Br. Product: [C:28]1([S:34]([N:9]2[CH2:8][CH:7]([C:13]3[CH:18]=[CH:17][C:16]([OH:19])=[CH:15][CH:14]=3)[C:6]3[C:11](=[CH:12][C:3]([OH:2])=[CH:4][CH:5]=3)[CH2:10]2)(=[O:36])=[O:35])[CH:33]=[CH:32][CH:31]=[CH:30][CH:29]=1. The catalyst class is: 2. (7) Reactant: [CH3:1][C:2]1[N:3]=[CH:4][N:5]([C:7]2[CH:8]=[C:9]([CH:11]=[C:12]([C:14]([F:17])([F:16])[F:15])[CH:13]=2)[NH2:10])[CH:6]=1.[CH2:18]([O:20][C:21]1[C:26](=[O:27])[NH:25][CH:24]=[C:23]([C:28]2[CH:33]=[CH:32][C:31]([CH2:34][C:35](O)=[O:36])=[C:30]([F:38])[CH:29]=2)[CH:22]=1)[CH3:19].C1C=CC2N(O)N=NC=2C=1.C(Cl)C[Cl:51].CCN(CC)CC. Product: [ClH:51].[CH2:18]([O:20][C:21]1[C:26](=[O:27])[NH:25][CH:24]=[C:23]([C:28]2[CH:33]=[CH:32][C:31]([CH2:34][C:35]([NH:10][C:9]3[CH:11]=[C:12]([C:14]([F:17])([F:15])[F:16])[CH:13]=[C:7]([N:5]4[CH:6]=[C:2]([CH3:1])[N:3]=[CH:4]4)[CH:8]=3)=[O:36])=[C:30]([F:38])[CH:29]=2)[CH:22]=1)[CH3:19]. The catalyst class is: 3. (8) The catalyst class is: 2. Product: [CH2:21]([O:20][C:18]([NH:17]/[C:16](=[CH:38]/[CH2:37][CH2:36][C:35]([CH3:40])([N+:41]([O-:43])=[O:42])[CH3:34])/[C:14]([O:13][CH3:12])=[O:15])=[O:19])[C:22]1[CH:23]=[CH:24][CH:25]=[CH:26][CH:27]=1. Reactant: C1CCN2C(=NCCC2)CC1.[CH3:12][O:13][C:14]([CH:16](P(OC)(OC)=O)[NH:17][C:18]([O:20][CH2:21][C:22]1[CH:27]=[CH:26][CH:25]=[CH:24][CH:23]=1)=[O:19])=[O:15].[CH3:34][C:35]([N+:41]([O-:43])=[O:42])([CH3:40])[CH2:36][CH2:37][CH:38]=O.